Task: Predict the product of the given reaction.. Dataset: Forward reaction prediction with 1.9M reactions from USPTO patents (1976-2016) Given the reactants [NH2:1][CH2:2][CH:3]1[CH2:8][CH2:7][CH2:6][N:5]([C:9]([O:11][C:12]([CH3:15])([CH3:14])[CH3:13])=[O:10])[CH2:4]1.Br[C:17]1[C:18]([NH2:24])=[N:19][CH:20]=[C:21]([Br:23])[N:22]=1.CCN(CC)CC, predict the reaction product. The product is: [NH2:24][C:18]1[C:17]([NH:1][CH2:2][CH:3]2[CH2:8][CH2:7][CH2:6][N:5]([C:9]([O:11][C:12]([CH3:15])([CH3:14])[CH3:13])=[O:10])[CH2:4]2)=[N:22][C:21]([Br:23])=[CH:20][N:19]=1.